Dataset: Peptide-MHC class I binding affinity with 185,985 pairs from IEDB/IMGT. Task: Regression. Given a peptide amino acid sequence and an MHC pseudo amino acid sequence, predict their binding affinity value. This is MHC class I binding data. (1) The peptide sequence is ASSEPHCAL. The MHC is HLA-A02:11 with pseudo-sequence HLA-A02:11. The binding affinity (normalized) is 0.659. (2) The peptide sequence is IAHVRDVVM. The MHC is HLA-A02:06 with pseudo-sequence HLA-A02:06. The binding affinity (normalized) is 0.0847. (3) The peptide sequence is PTSEIQLTDY. The MHC is HLA-A26:01 with pseudo-sequence HLA-A26:01. The binding affinity (normalized) is 0. (4) The peptide sequence is LLAAVASSY. The MHC is HLA-B18:01 with pseudo-sequence HLA-B18:01. The binding affinity (normalized) is 0.286. (5) The peptide sequence is SMRSRARHI. The MHC is HLA-A31:01 with pseudo-sequence HLA-A31:01. The binding affinity (normalized) is 0.0847. (6) The peptide sequence is EVREFLGSY. The MHC is HLA-A02:10 with pseudo-sequence YYAMYGEKVAHTHVDTLYVRFHYYTWAVLAYTWY. The binding affinity (normalized) is 0.0847.